This data is from Reaction yield outcomes from USPTO patents with 853,638 reactions. The task is: Predict the reaction yield, written as a fraction of the theoretical maximum amount of product (1.0 means a 100% yield; for example, 0.34 means a 34% yield). The reactants are [CH3:1][N:2]([CH3:33])[CH2:3][CH2:4][C:5]1[N:10]=[CH:9][C:8]([C:11]2[CH:16]=[CH:15][C:14]([S:17]([NH:20][C:21]3[C:30]([F:31])=[CH:29][C:24]([C:25]([O:27]C)=[O:26])=[C:23]([F:32])[CH:22]=3)(=[O:19])=[O:18])=[CH:13][CH:12]=2)=[CH:7][N:6]=1.[OH-].[Li+].Cl. The catalyst is CO. The product is [CH3:33][N:2]([CH3:1])[CH2:3][CH2:4][C:5]1[N:10]=[CH:9][C:8]([C:11]2[CH:12]=[CH:13][C:14]([S:17]([NH:20][C:21]3[C:30]([F:31])=[CH:29][C:24]([C:25]([OH:27])=[O:26])=[C:23]([F:32])[CH:22]=3)(=[O:19])=[O:18])=[CH:15][CH:16]=2)=[CH:7][N:6]=1. The yield is 0.810.